The task is: Predict the reactants needed to synthesize the given product.. This data is from Full USPTO retrosynthesis dataset with 1.9M reactions from patents (1976-2016). Given the product [Cl:44][C:35]1[C:36]([C:40]([F:41])([F:42])[F:43])=[CH:37][CH:38]=[CH:39][C:34]=1[CH2:33][N:18]([CH2:19][CH:20]([C:21]1[CH:22]=[CH:23][CH:24]=[CH:25][CH:26]=1)[C:27]1[CH:32]=[CH:31][CH:30]=[CH:29][CH:28]=1)[CH2:17][CH2:16][CH2:15][O:14][C:10]1[CH:9]=[C:8]([NH2:7])[CH:13]=[CH:12][CH:11]=1, predict the reactants needed to synthesize it. The reactants are: C(OC(=O)[NH:7][C:8]1[CH:13]=[CH:12][CH:11]=[C:10]([O:14][CH2:15][CH2:16][CH2:17][N:18]([CH2:33][C:34]2[CH:39]=[CH:38][CH:37]=[C:36]([C:40]([F:43])([F:42])[F:41])[C:35]=2[Cl:44])[CH2:19][CH:20]([C:27]2[CH:32]=[CH:31][CH:30]=[CH:29][CH:28]=2)[C:21]2[CH:26]=[CH:25][CH:24]=[CH:23][CH:22]=2)[CH:9]=1)(C)(C)C.Cl.